From a dataset of Catalyst prediction with 721,799 reactions and 888 catalyst types from USPTO. Predict which catalyst facilitates the given reaction. (1) Reactant: [CH3:1][N:2]([CH3:21])[CH2:3][CH2:4][CH2:5][O:6][C:7]1[CH:12]=[CH:11][C:10]([C:13](=[O:20])/[CH:14]=[CH:15]/[C:16]([OH:19])([CH3:18])[CH3:17])=[CH:9][CH:8]=1. Product: [CH3:21][N:2]([CH3:1])[CH2:3][CH2:4][CH2:5][O:6][C:7]1[CH:12]=[CH:11][C:10]([C:13](=[O:20])[CH2:14][CH2:15][C:16]([OH:19])([CH3:17])[CH3:18])=[CH:9][CH:8]=1. The catalyst class is: 43. (2) Reactant: [CH2:1]1[CH:9]2[N:4]([CH2:5][CH:6]=[C:7]([C:10]3[C:18]4[C:13](=[N:14][CH:15]=[CH:16][CH:17]=4)[NH:12][CH:11]=3)[CH2:8]2)[CH2:3][CH2:2]1.[O:19]([C:21]1[CH:29]=[CH:28][CH:27]=[C:26]([O:30][CH3:31])[C:22]=1[C:23](Cl)=[O:24])[CH3:20].C[Si]([N-][Si](C)(C)C)(C)C.[Na+]. Product: [O:19]([C:21]1[CH:29]=[CH:28][CH:27]=[C:26]([O:30][CH3:31])[C:22]=1[C:23]([N:12]1[C:13]2[C:18](=[CH:17][CH:16]=[CH:15][N:14]=2)[C:10]([C:7]2[CH2:8][CH:9]3[N:4]([CH2:3][CH2:2][CH2:1]3)[CH2:5][CH:6]=2)=[CH:11]1)=[O:24])[CH3:20]. The catalyst class is: 1. (3) Reactant: [CH3:1][N:2]1[CH:6]=[CH:5][CH:4]=[CH:3]1.[Cl:7][CH2:8][C:9](Cl)=[O:10]. Product: [Cl:7][CH2:8][C:9]([C:3]1[N:2]([CH3:1])[CH:6]=[CH:5][CH:4]=1)=[O:10]. The catalyst class is: 1. (4) Reactant: [C:1]([C:3]1[CH:19]=[CH:18][C:6]([O:7][C:8]2[CH:9]=[CH:10][C:11]3[B:15]([OH:16])[O:14][CH2:13][C:12]=3[CH:17]=2)=[CH:5][C:4]=1[OH:20])#[N:2].[C:21](OC(=O)C)(=[O:23])[CH3:22].C(N(CC)CC)C.Cl. Product: [C:1]([C:3]1[CH:19]=[CH:18][C:6]([O:7][C:8]2[CH:9]=[CH:10][C:11]3[B:15]([OH:16])[O:14][CH2:13][C:12]=3[CH:17]=2)=[CH:5][C:4]=1[O:20][C:21](=[O:23])[CH3:22])#[N:2]. The catalyst class is: 9.